From a dataset of Full USPTO retrosynthesis dataset with 1.9M reactions from patents (1976-2016). Predict the reactants needed to synthesize the given product. (1) Given the product [CH:8]([C:7]1[CH:10]=[CH:11][C:4]([C:1]([CH2:26][NH:27][CH2:28][CH2:29][N:30]2[CH2:35][CH2:34][CH:33]([O:36][C:37](=[O:51])[NH:38][C:39]3[CH:44]=[CH:43][CH:42]=[CH:41][C:40]=3[C:45]3[CH:50]=[CH:49][CH:48]=[CH:47][CH:46]=3)[CH2:32][CH2:31]2)=[O:3])=[CH:5][CH:6]=1)=[O:9], predict the reactants needed to synthesize it. The reactants are: [C:1]([C:4]1[CH:11]=[CH:10][C:7]([CH:8]=[O:9])=[CH:6][CH:5]=1)([OH:3])=O.C(Cl)CCl.C1C=CC2N(O)N=NC=2C=1.[CH3:26][NH:27][CH2:28][CH2:29][N:30]1[CH2:35][CH2:34][CH:33]([O:36][C:37](=[O:51])[NH:38][C:39]2[CH:44]=[CH:43][CH:42]=[CH:41][C:40]=2[C:45]2[CH:50]=[CH:49][CH:48]=[CH:47][CH:46]=2)[CH2:32][CH2:31]1. (2) Given the product [CH2:73]([N:79]([CH2:21][C:18]1[CH:17]=[CH:16][C:15]([O:14][CH:11]2[CH2:10][CH2:9][NH:8][CH2:13][CH2:12]2)=[CH:20][CH:19]=1)[C:47]1[CH:52]=[C:51]([O:53][CH3:54])[CH:50]=[CH:49][C:48]=1[C@@H:55]1[CH2:64][CH2:63][C:62]2[CH:61]=[C:60]([O:65][C:66](=[O:71])[C:67]([CH3:68])([CH3:69])[CH3:70])[CH:59]=[CH:58][C:57]=2[CH2:56]1)[CH3:74], predict the reactants needed to synthesize it. The reactants are: C(OC([N:8]1[CH2:13][CH2:12][CH:11]([O:14][C:15]2[CH:20]=[CH:19][C:18]([CH:21]=O)=[CH:17][CH:16]=2)[CH2:10][CH2:9]1)=O)(C)(C)C.C(OC(N1CCC(OC2C=CC(CNCC[C:47]3[CH:52]=[C:51]([O:53][CH3:54])[CH:50]=[CH:49][C:48]=3[C@@H:55]3[CH2:64][CH2:63][C:62]4[C:57](=[CH:58][CH:59]=[C:60]([O:65][C:66](=[O:71])[C:67]([CH3:70])([CH3:69])[CH3:68])[CH:61]=4)[CH2:56]3)=CC=2)CC1)=O)(C)(C)C.F[C:73](F)(F)[C:74](O)=O.[NH3:79].